Dataset: Full USPTO retrosynthesis dataset with 1.9M reactions from patents (1976-2016). Task: Predict the reactants needed to synthesize the given product. (1) Given the product [C:1]([O:5][C:6](=[O:23])[CH2:7][O:8][CH2:9][CH2:10][O:11][CH2:12][CH2:13][O:14][CH2:15][CH2:16][O:17][CH2:18][CH2:19][NH2:20])([CH3:4])([CH3:2])[CH3:3], predict the reactants needed to synthesize it. The reactants are: [C:1]([O:5][C:6](=[O:23])[CH2:7][O:8][CH2:9][CH2:10][O:11][CH2:12][CH2:13][O:14][CH2:15][CH2:16][O:17][CH2:18][CH2:19][N:20]=[N+]=[N-])([CH3:4])([CH3:3])[CH3:2]. (2) Given the product [CH2:4]([O:6][CH:7]([CH2:13][C:14]1[CH:15]=[N:16][C:17]([O:20][CH2:21][CH2:22][C:23]2[N:24]=[C:25]([C:29]3[CH:30]=[CH:31][CH:32]=[CH:33][CH:34]=3)[O:26][C:27]=2[CH3:28])=[CH:18][CH:19]=1)[C:8]([OH:10])=[O:9])[CH3:5], predict the reactants needed to synthesize it. The reactants are: O.[OH-].[Li+].[CH2:4]([O:6][CH:7]([CH2:13][C:14]1[CH:15]=[N:16][C:17]([O:20][CH2:21][CH2:22][C:23]2[N:24]=[C:25]([C:29]3[CH:34]=[CH:33][CH:32]=[CH:31][CH:30]=3)[O:26][C:27]=2[CH3:28])=[CH:18][CH:19]=1)[C:8]([O:10]CC)=[O:9])[CH3:5]. (3) Given the product [Cl:1][C:2]1[CH:29]=[CH:28][CH:27]=[C:26]([CH:30]2[CH2:32][CH2:31]2)[C:3]=1[C:4]([N:6]1[C:14]2[C:9](=[C:10]([F:15])[CH:11]=[CH:12][CH:13]=2)[C:8]([N:16]2[CH2:17][CH2:18][CH:19]([C:22]([OH:24])=[O:23])[CH2:20][CH2:21]2)=[N:7]1)=[O:5], predict the reactants needed to synthesize it. The reactants are: [Cl:1][C:2]1[CH:29]=[CH:28][CH:27]=[C:26]([CH:30]2[CH2:32][CH2:31]2)[C:3]=1[C:4]([N:6]1[C:14]2[C:9](=[C:10]([F:15])[CH:11]=[CH:12][CH:13]=2)[C:8]([N:16]2[CH2:21][CH2:20][CH:19]([C:22]([O:24]C)=[O:23])[CH2:18][CH2:17]2)=[N:7]1)=[O:5].[OH-].[Li+].C1COCC1.Cl. (4) Given the product [OH:12][CH2:11][CH2:10][CH2:9][C:4]1[CH:5]=[CH:6][CH:7]=[CH:8][C:3]=1[C:1]#[N:2], predict the reactants needed to synthesize it. The reactants are: [C:1]([C:3]1[CH:8]=[CH:7][CH:6]=[CH:5][C:4]=1[CH2:9][CH2:10][C:11](O)=[O:12])#[N:2].C(Cl)(=O)C(Cl)=O.[BH4-].[Na+].